This data is from Catalyst prediction with 721,799 reactions and 888 catalyst types from USPTO. The task is: Predict which catalyst facilitates the given reaction. (1) Reactant: [NH2:1][C@H:2]([CH2:32][C:33]1[CH:38]=[CH:37][CH:36]=[CH:35][CH:34]=1)[C:3]([N:5]1[CH2:10][CH2:9][CH:8]([N:11]2[N:20]=[C:19]([C:21]3[CH:26]=[CH:25][C:24]([O:27][CH3:28])=[C:23]([O:29][CH3:30])[CH:22]=3)[C@H:18]3[C@H:13]([CH2:14][CH2:15][CH2:16][CH2:17]3)[C:12]2=[O:31])[CH2:7][CH2:6]1)=[O:4].[CH:39]1([CH2:42][O:43][C:44]2[CH:52]=[CH:51][C:47]3[O:48][CH2:49][O:50][C:46]=3[C:45]=2[C:53]2[C:54]3[NH:61][CH:60]=[C:59]([C:62](O)=[O:63])[C:55]=3[N:56]=[CH:57][N:58]=2)[CH2:41][CH2:40]1.CN(C(ON1N=NC2C=CC=NC1=2)=[N+](C)C)C.F[P-](F)(F)(F)(F)F.CCN(C(C)C)C(C)C.C(=O)(O)[O-].[Na+]. Product: [CH:39]1([CH2:42][O:43][C:44]2[CH:52]=[CH:51][C:47]3[O:48][CH2:49][O:50][C:46]=3[C:45]=2[C:53]2[C:54]3[NH:61][CH:60]=[C:59]([C:62]([NH:1][C@H:2]([CH2:32][C:33]4[CH:34]=[CH:35][CH:36]=[CH:37][CH:38]=4)[C:3]([N:5]4[CH2:6][CH2:7][CH:8]([N:11]5[N:20]=[C:19]([C:21]6[CH:26]=[CH:25][C:24]([O:27][CH3:28])=[C:23]([O:29][CH3:30])[CH:22]=6)[C@H:18]6[C@H:13]([CH2:14][CH2:15][CH2:16][CH2:17]6)[C:12]5=[O:31])[CH2:9][CH2:10]4)=[O:4])=[O:63])[C:55]=3[N:56]=[CH:57][N:58]=2)[CH2:40][CH2:41]1. The catalyst class is: 2. (2) Reactant: [Br:1][C:2]1[CH:10]=[C:9]2[C:5]([C:6](O)([CH3:12])[C:7](=[O:11])[NH:8]2)=[CH:4][CH:3]=1.[C:14](=[O:17])([O-])[O-].[Cs+].[Cs+].S(OC)(O[CH3:24])(=O)=O. Product: [Br:1][C:2]1[CH:10]=[C:9]2[C:5]([C:6]([O:17][CH3:14])([CH3:12])[C:7](=[O:11])[N:8]2[CH3:24])=[CH:4][CH:3]=1. The catalyst class is: 444. (3) Reactant: [F:1][C:2](CC(O)=O)([F:4])[F:3].[CH2:9]([O:11][C:12]1[CH:17]=[C:16]([CH2:18][N:19]2[CH2:39][CH2:38][C:22]3([CH2:26][N:25]([C:27]4[CH:36]=[CH:35][C:30]([C:31]([O:33]C)=[O:32])=[CH:29][CH:28]=4)[C:24](=[O:37])[CH2:23]3)[CH2:21][CH2:20]2)[CH:15]=[C:14]([O:40][CH2:41][CH3:42])[C:13]=1[C:43]1[CH:48]=[CH:47][C:46]([F:49])=[CH:45][CH:44]=1)[CH3:10].[Li+].[OH-:51].[CH3:52][OH:53]. Product: [F:1][C:2]([O:51][C:52](=[O:53])[CH3:9])([F:4])[F:3].[CH2:41]([O:40][C:14]1[CH:15]=[C:16]([CH2:18][N:19]2[CH2:39][CH2:38][C:22]3([CH2:26][N:25]([C:27]4[CH:28]=[CH:29][C:30]([C:31]([OH:33])=[O:32])=[CH:35][CH:36]=4)[C:24](=[O:37])[CH2:23]3)[CH2:21][CH2:20]2)[CH:17]=[C:12]([O:11][CH2:9][CH3:10])[C:13]=1[C:43]1[CH:44]=[CH:45][C:46]([F:49])=[CH:47][CH:48]=1)[CH3:42]. The catalyst class is: 6.